This data is from TCR-epitope binding with 47,182 pairs between 192 epitopes and 23,139 TCRs. The task is: Binary Classification. Given a T-cell receptor sequence (or CDR3 region) and an epitope sequence, predict whether binding occurs between them. (1) The TCR CDR3 sequence is CASSQGQGNTEAFF. The epitope is TEKSNIIRGW. Result: 0 (the TCR does not bind to the epitope). (2) The epitope is VVYRGTTTY. The TCR CDR3 sequence is CASSQDLGETRNPYGYTF. Result: 1 (the TCR binds to the epitope). (3) The TCR CDR3 sequence is CASSSSSGGSTDTQYF. Result: 1 (the TCR binds to the epitope). The epitope is MPASWVMRI. (4) The epitope is SSNVANYQK. The TCR CDR3 sequence is CASSFNNYEQYF. Result: 0 (the TCR does not bind to the epitope). (5) The epitope is KLSYGIATV. The TCR CDR3 sequence is CASSQWLDYEQYF. Result: 1 (the TCR binds to the epitope). (6) The epitope is GTSGSPIVNR. The TCR CDR3 sequence is CASSLGGDTYEQYF. Result: 1 (the TCR binds to the epitope).